Dataset: Forward reaction prediction with 1.9M reactions from USPTO patents (1976-2016). Task: Predict the product of the given reaction. (1) Given the reactants C([N:8]1[CH2:27][CH2:26][C:11]2[N:12]=[C:13]([C:18]3[C:23]([CH3:24])=[CH:22][CH:21]=[CH:20][C:19]=3[CH3:25])[N:14]=[C:15]([O:16][CH3:17])[C:10]=2[CH2:9]1)C1C=CC=CC=1.C(O)(=O)C, predict the reaction product. The product is: [CH3:24][C:23]1[CH:22]=[CH:21][CH:20]=[C:19]([CH3:25])[C:18]=1[C:13]1[N:14]=[C:15]([O:16][CH3:17])[C:10]2[CH2:9][NH:8][CH2:27][CH2:26][C:11]=2[N:12]=1. (2) Given the reactants [CH3:1][C:2]1[CH:3]=[C:4]([N:9]2[C:13]([OH:14])=[C:12]([C:15](=O)[CH3:16])[C:11]([C:18]([F:21])([F:20])[F:19])=[N:10]2)[CH:5]=[CH:6][C:7]=1[CH3:8].[CH3:22][O:23][C:24]([C:26]1[CH:35]=[CH:34][C:29]([C:30]([NH:32][NH2:33])=[O:31])=[CH:28][CH:27]=1)=[O:25], predict the reaction product. The product is: [CH3:1][C:2]1[CH:3]=[C:4]([N:9]2[C:13](=[O:14])[C:12](=[C:15]([NH:33][NH:32][C:30](=[O:31])[C:29]3[CH:28]=[CH:27][C:26]([C:24]([O:23][CH3:22])=[O:25])=[CH:35][CH:34]=3)[CH3:16])[C:11]([C:18]([F:19])([F:20])[F:21])=[N:10]2)[CH:5]=[CH:6][C:7]=1[CH3:8].